Dataset: Reaction yield outcomes from USPTO patents with 853,638 reactions. Task: Predict the reaction yield, written as a fraction of the theoretical maximum amount of product (1.0 means a 100% yield; for example, 0.34 means a 34% yield). (1) The reactants are CC1(C)[O:6][CH:5]([CH2:7][NH:8][C:9](=[O:40])[C:10]2[CH:15]=[C:14]([C:16]3[C:25]4[C:20](=[C:21]([C:26]5[CH:31]=[CH:30][CH:29]=[CH:28][CH:27]=5)[CH:22]=[CH:23][CH:24]=4)[C:19]([NH:32][CH2:33][C:34]4[CH:39]=[CH:38][CH:37]=[CH:36][N:35]=4)=[N:18][N:17]=3)[CH:13]=[N:12][CH:11]=2)[CH2:4][O:3]1.C(O)(C(F)(F)F)=O. No catalyst specified. The product is [OH:6][CH:5]([CH2:4][OH:3])[CH2:7][NH:8][C:9](=[O:40])[C:10]1[CH:15]=[C:14]([C:16]2[C:25]3[C:20](=[C:21]([C:26]4[CH:31]=[CH:30][CH:29]=[CH:28][CH:27]=4)[CH:22]=[CH:23][CH:24]=3)[C:19]([NH:32][CH2:33][C:34]3[CH:39]=[CH:38][CH:37]=[CH:36][N:35]=3)=[N:18][N:17]=2)[CH:13]=[N:12][CH:11]=1. The yield is 0.650. (2) The reactants are [NH2:1][CH2:2][CH:3]1[N:8]2[C:9]3[CH:10]=[CH:11][CH:12]=[C:13]([F:16])[C:14]=3[CH:15]=[C:7]2[C:6]2[N:17]=[C:18]([C:21]3[C:22]([N:41]([CH3:46])[S:42]([CH3:45])(=[O:44])=[O:43])=[CH:23][C:24]4[O:28][C:27]([C:29]5[CH:34]=[CH:33][C:32]([F:35])=[CH:31][CH:30]=5)=[C:26]([C:36]([NH:38][CH3:39])=[O:37])[C:25]=4[CH:40]=3)[CH:19]=[CH:20][C:5]=2[O:4]1.[CH3:47][O:48][C:49]([N:51]1[CH2:55][CH2:54][CH2:53][C@H:52]1[C:56](O)=[O:57])=[O:50].CCN=C=NCCCN(C)C.C(N(CC)CC)C. The catalyst is CN(C1C=CN=CC=1)C.C(Cl)Cl. The product is [F:16][C:13]1[C:14]2[CH:15]=[C:7]3[C:6]4[N:17]=[C:18]([C:21]5[C:22]([N:41]([CH3:46])[S:42]([CH3:45])(=[O:43])=[O:44])=[CH:23][C:24]6[O:28][C:27]([C:29]7[CH:30]=[CH:31][C:32]([F:35])=[CH:33][CH:34]=7)=[C:26]([C:36](=[O:37])[NH:38][CH3:39])[C:25]=6[CH:40]=5)[CH:19]=[CH:20][C:5]=4[O:4][CH:3]([CH2:2][NH:1][C:56]([C@@H:52]4[CH2:53][CH2:54][CH2:55][N:51]4[C:49]([O:48][CH3:47])=[O:50])=[O:57])[N:8]3[C:9]=2[CH:10]=[CH:11][CH:12]=1. The yield is 0.690.